This data is from Full USPTO retrosynthesis dataset with 1.9M reactions from patents (1976-2016). The task is: Predict the reactants needed to synthesize the given product. (1) The reactants are: [CH3:1][O:2][C:3]1[CH:8]=[CH:7][C:6]([C:9]2[NH:10][C:11]3[CH:17]=[C:16]([NH2:18])[CH:15]=[CH:14][C:12]=3[N:13]=2)=[CH:5][CH:4]=1.[C:19]([OH:30])(=O)[C:20]1[CH:28]=[CH:27][C:23]([C:24]([OH:26])=O)=[CH:22][CH:21]=1. Given the product [CH3:1][O:2][C:3]1[CH:4]=[CH:5][C:6]([C:9]2[NH:13][C:12]3[CH:14]=[CH:15][C:16]([NH:18][C:24](=[O:26])[C:23]4[CH:22]=[CH:21][C:20]([C:19]([NH:18][C:16]5[CH:15]=[CH:14][C:12]6[NH:13][C:9]([C:6]7[CH:5]=[CH:4][C:3]([O:2][CH3:1])=[CH:8][CH:7]=7)=[N:10][C:11]=6[CH:17]=5)=[O:30])=[CH:28][CH:27]=4)=[CH:17][C:11]=3[N:10]=2)=[CH:7][CH:8]=1, predict the reactants needed to synthesize it. (2) The reactants are: Cl[C:2]1[N:3]=[N:4][CH:5]=[C:6]([C:8]([N:10]2[CH2:15][CH2:14][CH2:13][CH:12]([C:16]3[CH:21]=[CH:20][C:19]([O:22][CH3:23])=[CH:18][C:17]=3[CH3:24])[CH2:11]2)=[O:9])[CH:7]=1.[CH3:25][NH2:26]. Given the product [CH3:23][O:22][C:19]1[CH:20]=[CH:21][C:16]([CH:12]2[CH2:13][CH2:14][CH2:15][N:10]([C:8]([C:6]3[CH:7]=[C:2]([NH:26][CH3:25])[N:3]=[N:4][CH:5]=3)=[O:9])[CH2:11]2)=[C:17]([CH3:24])[CH:18]=1, predict the reactants needed to synthesize it. (3) Given the product [NH2:45][C@@H:46]([CH:50]([CH3:52])[CH3:51])[C:47]([N:29]1[CH2:28][CH2:27][C:26]([CH2:25][NH:24][C:22](=[O:23])[C:3]2[C:2]([F:1])=[C:7]([S:8][C:9]3[S:13][C:12]([NH:14][C:15]4[CH:20]=[C:19]([CH3:21])[CH:18]=[CH:17][N:16]=4)=[N:11][CH:10]=3)[CH:6]=[CH:5][N:4]=2)([C:32]2[CH:33]=[CH:34][CH:35]=[CH:36][CH:37]=2)[CH2:31][CH2:30]1)=[O:48], predict the reactants needed to synthesize it. The reactants are: [F:1][C:2]1[C:3]([C:22]([NH:24][CH2:25][C:26]2([C:32]3[CH:37]=[CH:36][CH:35]=[CH:34][CH:33]=3)[CH2:31][CH2:30][NH:29][CH2:28][CH2:27]2)=[O:23])=[N:4][CH:5]=[CH:6][C:7]=1[S:8][C:9]1[S:13][C:12]([NH:14][C:15]2[CH:20]=[C:19]([CH3:21])[CH:18]=[CH:17][N:16]=2)=[N:11][CH:10]=1.C(OC([NH:45][C@@H:46]([CH:50]([CH3:52])[CH3:51])[C:47](O)=[O:48])=O)(C)(C)C.